From a dataset of Catalyst prediction with 721,799 reactions and 888 catalyst types from USPTO. Predict which catalyst facilitates the given reaction. (1) Reactant: [CH2:1]([O:8][C:9]1[CH:10]=[C:11]([CH:15]=[CH:16][CH:17]=1)[C:12]([OH:14])=O)[C:2]1[CH:7]=[CH:6][CH:5]=[CH:4][CH:3]=1.CN(C=O)C.C(Cl)(=O)C(Cl)=O.[NH2:29][C:30]1[CH:35]=[CH:34][C:33]([Br:36])=[CH:32][C:31]=1[C:37]1[NH:41][C:40](=[O:42])[O:39][N:38]=1. Product: [CH2:1]([O:8][C:9]1[CH:10]=[C:11]([CH:15]=[CH:16][CH:17]=1)[C:12]([NH:29][C:30]1[CH:35]=[CH:34][C:33]([Br:36])=[CH:32][C:31]=1[C:37]1[NH:41][C:40](=[O:42])[O:39][N:38]=1)=[O:14])[C:2]1[CH:3]=[CH:4][CH:5]=[CH:6][CH:7]=1. The catalyst class is: 202. (2) Reactant: [Cl:1][C:2]1[N:7]=[C:6](Cl)[C:5]([CH:9]([N:11]([C:23]2[CH:28]=[CH:27][C:26]([O:29][CH3:30])=[CH:25][CH:24]=2)[C:12]([NH:14][C@H:15]([C:17]2[CH:22]=[CH:21][CH:20]=[CH:19][CH:18]=2)[CH3:16])=[O:13])[CH3:10])=[CH:4][N:3]=1.CC(C)([O-])C.[K+]. Product: [Cl:1][C:2]1[N:7]=[C:6]2[N:14]([C@H:15]([C:17]3[CH:18]=[CH:19][CH:20]=[CH:21][CH:22]=3)[CH3:16])[C:12](=[O:13])[N:11]([C:23]3[CH:24]=[CH:25][C:26]([O:29][CH3:30])=[CH:27][CH:28]=3)[CH:9]([CH3:10])[C:5]2=[CH:4][N:3]=1. The catalyst class is: 54. (3) Reactant: [Cl:1][C:2]1[N:7]=[C:6]([C:8](=O)[CH3:9])[C:5](F)=[CH:4][N:3]=1.[CH3:12][NH:13][NH2:14]. Product: [Cl:1][C:2]1[N:3]=[CH:4][C:5]2[N:13]([CH3:12])[N:14]=[C:8]([CH3:9])[C:6]=2[N:7]=1. The catalyst class is: 746. (4) Reactant: [CH2:1]([O:5][C:6]1[CH:16]=[CH:15][C:9]([CH:10]=[CH:11][C:12]([OH:14])=[O:13])=[CH:8][CH:7]=1)[CH2:2][CH2:3][CH3:4].C(OCC)(=O)C.[H][H]. Product: [CH2:1]([O:5][C:6]1[CH:7]=[CH:8][C:9]([CH2:10][CH2:11][C:12]([OH:14])=[O:13])=[CH:15][CH:16]=1)[CH2:2][CH2:3][CH3:4]. The catalyst class is: 63. (5) Product: [Br:13][C:14]1[C:15](=[O:30])[C:16]2([CH3:1])[CH:20]([C:21]=1[C:22]1[CH:27]=[CH:26][C:25]([OH:28])=[CH:24][CH:23]=1)[CH2:19][CH2:18][CH2:17]2. Reactant: [CH:1](NC(C)C)(C)C.[Li]CCCC.[Br:13][C:14]1[C:15](=[O:30])[CH:16]2[CH:20]([C:21]=1[C:22]1[CH:27]=[CH:26][C:25]([O:28]C)=[CH:24][CH:23]=1)[CH2:19][CH2:18][CH2:17]2.CN1C(=O)N(C)CCC1.IC. The catalyst class is: 677. (6) Product: [CH3:27][O:28][C:29]1[C:30](=[O:53])[C:31]([CH3:52])=[C:32]([CH2:38][C:39]2[CH:40]=[CH:41][C:42]([O:48][C:49](=[O:51])[CH3:50])=[C:43]([CH:47]=2)[C:44]([NH:8][C:7]2[CH:9]=[CH:10][C:4]([C:1](=[O:3])[CH3:2])=[CH:5][CH:6]=2)=[O:45])[C:33](=[O:37])[C:34]=1[O:35][CH3:36]. The catalyst class is: 2. Reactant: [C:1]([C:4]1[CH:10]=[CH:9][C:7]([NH2:8])=[CH:6][CH:5]=1)(=[O:3])[CH3:2].C(N(CC)CC)C.[Cl-].ClC1N(C)CC[NH+]1C.[CH3:27][O:28][C:29]1[C:30](=[O:53])[C:31]([CH3:52])=[C:32]([CH2:38][C:39]2[CH:40]=[CH:41][C:42]([O:48][C:49](=[O:51])[CH3:50])=[C:43]([CH:47]=2)[C:44](O)=[O:45])[C:33](=[O:37])[C:34]=1[O:35][CH3:36]. (7) Reactant: [F:1][C:2]1[CH:7]=[CH:6][C:5]([C:8]2[O:9][C:10]([C:13]3[C:14]([C:19]4[CH:24]=[CH:23][CH:22]=[CH:21][CH:20]=4)=[N:15][O:16][C:17]=3[CH3:18])=[N:11][N:12]=2)=[C:4]([O:25][CH3:26])[CH:3]=1.BrN1C(=[O:33])CCC1=O.N(C(C)(C)C#N)=NC(C)(C)C#N. Product: [F:1][C:2]1[CH:7]=[CH:6][C:5]([C:8]2[O:9][C:10]([C:13]3[C:14]([C:19]4[CH:24]=[CH:23][CH:22]=[CH:21][CH:20]=4)=[N:15][O:16][C:17]=3[CH2:18][OH:33])=[N:11][N:12]=2)=[C:4]([O:25][CH3:26])[CH:3]=1. The catalyst class is: 53. (8) Reactant: [CH2:1]([O:8][C:9]1[C:14]([O:15][CH2:16][C:17]2[CH:22]=[CH:21][CH:20]=[CH:19][CH:18]=2)=[CH:13][CH:12]=[CH:11][C:10]=1[C:23]1[S:24][CH:25]=[C:26]([C:28]([O:30]CC)=[O:29])[N:27]=1)[C:2]1[CH:7]=[CH:6][CH:5]=[CH:4][CH:3]=1.[OH-].[Na+]. Product: [CH2:1]([O:8][C:9]1[C:14]([O:15][CH2:16][C:17]2[CH:22]=[CH:21][CH:20]=[CH:19][CH:18]=2)=[CH:13][CH:12]=[CH:11][C:10]=1[C:23]1[S:24][CH:25]=[C:26]([C:28]([OH:30])=[O:29])[N:27]=1)[C:2]1[CH:7]=[CH:6][CH:5]=[CH:4][CH:3]=1. The catalyst class is: 5.